This data is from Forward reaction prediction with 1.9M reactions from USPTO patents (1976-2016). The task is: Predict the product of the given reaction. (1) Given the reactants [F:1][C:2]1[CH:7]=[CH:6][C:5]([C:8]2[N:12]=[C:11]([S:13][CH3:14])[N:10]([CH2:15][CH2:16][O:17][CH3:18])[C:9]=2[C:19]2[CH:24]=[CH:23][N:22]=[C:21]([NH:25][CH2:26][CH:27]([OH:29])[CH3:28])[CH:20]=2)=[CH:4][CH:3]=1.[OH:30]O.N, predict the reaction product. The product is: [F:1][C:2]1[CH:3]=[CH:4][C:5]([C:8]2[N:12]=[C:11]([S:13]([CH3:14])=[O:30])[N:10]([CH2:15][CH2:16][O:17][CH3:18])[C:9]=2[C:19]2[CH:24]=[CH:23][N:22]=[C:21]([NH:25][CH2:26][CH:27]([OH:29])[CH3:28])[CH:20]=2)=[CH:6][CH:7]=1. (2) Given the reactants [Cl:1][C:2]1[C:3]2[C:10](I)=[CH:9][N:8]([CH:12]([CH3:14])[CH3:13])[C:4]=2[N:5]=[CH:6][N:7]=1.[CH:15]([C:17]1[CH:22]=[CH:21][C:20](B(O)O)=[CH:19][CH:18]=1)=[O:16].C1(C)C=CC=CC=1.C(=O)(O)[O-].[Na+], predict the reaction product. The product is: [Cl:1][C:2]1[C:3]2[C:10]([C:20]3[CH:21]=[CH:22][C:17]([CH:15]=[O:16])=[CH:18][CH:19]=3)=[CH:9][N:8]([CH:12]([CH3:14])[CH3:13])[C:4]=2[N:5]=[CH:6][N:7]=1. (3) Given the reactants Cl[C:2]1[N:7]=[C:6]([N:8]2[CH2:13][CH2:12][O:11][CH2:10][CH2:9]2)[N:5]=[C:4]([NH:14][C:15]2[CH:20]=[CH:19][C:18]([O:21][C:22]([F:25])([F:24])[F:23])=[CH:17][CH:16]=2)[CH:3]=1.[C:26]([C:29]1[CH:30]=[C:31](B(O)O)[CH:32]=[CH:33][CH:34]=1)(=[O:28])[CH3:27].C([O-])([O-])=O.[Na+].[Na+], predict the reaction product. The product is: [N:8]1([C:6]2[N:7]=[C:2]([C:33]3[CH:34]=[C:29]([C:26](=[O:28])[CH3:27])[CH:30]=[CH:31][CH:32]=3)[CH:3]=[C:4]([NH:14][C:15]3[CH:20]=[CH:19][C:18]([O:21][C:22]([F:25])([F:24])[F:23])=[CH:17][CH:16]=3)[N:5]=2)[CH2:13][CH2:12][O:11][CH2:10][CH2:9]1.